Dataset: Full USPTO retrosynthesis dataset with 1.9M reactions from patents (1976-2016). Task: Predict the reactants needed to synthesize the given product. (1) Given the product [F:1][C:2]1[CH:32]=[C:31]([F:33])[CH:30]=[CH:29][C:3]=1[CH2:4][N:5]1[C:10](=[O:11])[CH:9]=[CH:8][C:7]([CH2:12][C:13]2[C:21]3[C:16](=[CH:17][CH:18]=[C:19]([F:22])[CH:20]=3)[N:15]([CH2:23][C:24]([OH:26])=[O:25])[C:14]=2[CH3:28])=[N:6]1, predict the reactants needed to synthesize it. The reactants are: [F:1][C:2]1[CH:32]=[C:31]([F:33])[CH:30]=[CH:29][C:3]=1[CH2:4][N:5]1[C:10](=[O:11])[CH:9]=[CH:8][C:7]([CH2:12][C:13]2[C:21]3[C:16](=[CH:17][CH:18]=[C:19]([F:22])[CH:20]=3)[N:15]([CH2:23][C:24]([O:26]C)=[O:25])[C:14]=2[CH3:28])=[N:6]1.C1COCC1.[OH-].[Li+].Cl. (2) Given the product [Cl:21][C:13]1[N:12]=[C:11]([N:10]2[C:3]3[CH:4]=[C:5]([C:6]#[N:7])[CH:8]=[CH:9][C:2]=3[N:1]=[CH:24]2)[N:19]=[C:18]2[C:14]=1[NH:15][C:16](=[O:20])[NH:17]2, predict the reactants needed to synthesize it. The reactants are: [NH2:1][C:2]1[CH:9]=[CH:8][C:5]([C:6]#[N:7])=[CH:4][C:3]=1[NH:10][C:11]1[N:19]=[C:18]2[C:14]([NH:15][C:16](=[O:20])[NH:17]2)=[C:13]([Cl:21])[N:12]=1.CO.[CH3:24]OC(OC)OC.C1(C)C=CC(S(O)(=O)=O)=CC=1.